From a dataset of Full USPTO retrosynthesis dataset with 1.9M reactions from patents (1976-2016). Predict the reactants needed to synthesize the given product. (1) Given the product [OH:13][NH:12][C:8](=[NH:9])[N:6]([CH2:5][C:4]([O:3][CH2:1][CH3:2])=[O:10])[CH3:7], predict the reactants needed to synthesize it. The reactants are: [CH2:1]([O:3][C:4](=[O:10])[CH2:5][N:6]([C:8]#[N:9])[CH3:7])[CH3:2].Cl.[NH2:12][OH:13]. (2) Given the product [F:42][CH:40]([F:41])[C:24]1[C:25]([F:39])=[C:26]([C:29]([OH:38])([C:34]([F:37])([F:35])[F:36])[C:30]([F:31])([F:32])[F:33])[CH:27]=[CH:28][C:23]=1[C:9]1[S:8][C:7]([C:5]([NH:4][CH2:3][C:2]([OH:1])([CH3:20])[CH3:21])=[O:6])=[N:11][C:10]=1[C:12]([N:14]1[CH2:18][CH2:17][CH2:16][C@@H:15]1[CH3:19])=[O:13], predict the reactants needed to synthesize it. The reactants are: [OH:1][C:2]([CH3:21])([CH3:20])[CH2:3][NH:4][C:5]([C:7]1[S:8][CH:9]=[C:10]([C:12]([N:14]2[CH2:18][CH2:17][CH2:16][C@@H:15]2[CH3:19])=[O:13])[N:11]=1)=[O:6].Br[C:23]1[CH:28]=[CH:27][C:26]([C:29]([OH:38])([C:34]([F:37])([F:36])[F:35])[C:30]([F:33])([F:32])[F:31])=[C:25]([F:39])[C:24]=1[CH:40]([F:42])[F:41]. (3) Given the product [Cl:1][C:2]1[CH:3]=[C:4]([C:9]2[N:13]([C:14]3[CH:19]=[CH:18][N:17]=[CH:16][CH:15]=3)[N:12]=[C:11]([C:20]([N:44]3[CH2:48][C:47](=[O:49])[NH:46][CH2:45]3)=[O:22])[CH:10]=2)[CH:5]=[C:6]([F:8])[CH:7]=1, predict the reactants needed to synthesize it. The reactants are: [Cl:1][C:2]1[CH:3]=[C:4]([C:9]2[N:13]([C:14]3[CH:19]=[CH:18][N:17]=[CH:16][CH:15]=3)[N:12]=[C:11]([C:20]([OH:22])=O)[CH:10]=2)[CH:5]=[C:6]([F:8])[CH:7]=1.ClC1C=C(C2N(C3C=CC=CN=3)N=C(C([N:44]3[CH2:48][C:47](=[O:49])[NH:46][CH2:45]3)=O)C=2)C=C(F)C=1.Cl.N1C=CNC1=O. (4) Given the product [O:1]=[CH:2][CH2:3][C@@H:4]1[CH2:9][N:8]([C:10]([O:12][CH2:13][C:14]2[CH:19]=[CH:18][CH:17]=[CH:16][CH:15]=2)=[O:11])[CH2:7][CH2:6][N:5]1[C:20]([O:22][C:23]([CH3:26])([CH3:25])[CH3:24])=[O:21], predict the reactants needed to synthesize it. The reactants are: [OH:1][CH2:2][CH2:3][C@@H:4]1[CH2:9][N:8]([C:10]([O:12][CH2:13][C:14]2[CH:19]=[CH:18][CH:17]=[CH:16][CH:15]=2)=[O:11])[CH2:7][CH2:6][N:5]1[C:20]([O:22][C:23]([CH3:26])([CH3:25])[CH3:24])=[O:21].C(N(CC)CC)C. (5) The reactants are: [CH2:1]([O:3][Si:4]([O:11][CH2:12][CH3:13])([O:8][CH2:9][CH3:10])[O:5][CH2:6][CH3:7])[CH3:2].[O-:14]CC.[Ge+2:17].[O-]CC.CN1CCCN(C)CCN(C)CCCN(C)CC1. Given the product [CH3:7][CH2:6][O:5][Si:4]([O:3][CH2:1][CH3:2])([O:8][CH2:9][CH3:10])[O:11][CH2:12][CH3:13].[Ge:17]=[O:14], predict the reactants needed to synthesize it.